The task is: Predict the product of the given reaction.. This data is from Forward reaction prediction with 1.9M reactions from USPTO patents (1976-2016). (1) Given the reactants [CH3:1][C:2]1([CH3:8])[CH2:6][C:5](=[O:7])[CH:4]=[CH:3]1.CCC(C)[BH-](C(C)CC)C(C)CC.[Li+].[F:23][C:24]([F:43])([F:42])[S:25](N(C1C=CC=CN=1)[S:25]([C:24]([F:43])([F:42])[F:23])(=[O:27])=[O:26])(=[O:27])=[O:26], predict the reaction product. The product is: [F:23][C:24]([F:43])([F:42])[S:25]([O:7][C:5]1[CH2:6][C:2]([CH3:8])([CH3:1])[CH2:3][CH:4]=1)(=[O:27])=[O:26]. (2) Given the reactants [N+:1]([C:4]1[CH:5]=[N:6][CH:7]=[CH:8][C:9]=1[N:10]1[CH2:15][CH2:14][N:13]([CH:16]2[CH2:20][CH2:19][O:18][CH2:17]2)[CH2:12][CH2:11]1)([O-])=O, predict the reaction product. The product is: [O:18]1[CH2:19][CH2:20][CH:16]([N:13]2[CH2:14][CH2:15][N:10]([C:9]3[CH:8]=[CH:7][N:6]=[CH:5][C:4]=3[NH2:1])[CH2:11][CH2:12]2)[CH2:17]1.